This data is from Forward reaction prediction with 1.9M reactions from USPTO patents (1976-2016). The task is: Predict the product of the given reaction. (1) Given the reactants [OH:1][CH2:2][CH2:3][O:4][CH:5]1[CH2:10][CH2:9][N:8]([C:11]([O:13][CH2:14][C:15]2[CH:20]=[CH:19][CH:18]=[CH:17][CH:16]=2)=[O:12])[CH2:7][CH2:6]1.C(N(CC)CC)C.CS(C)=O, predict the reaction product. The product is: [O:1]=[CH:2][CH2:3][O:4][CH:5]1[CH2:10][CH2:9][N:8]([C:11]([O:13][CH2:14][C:15]2[CH:16]=[CH:17][CH:18]=[CH:19][CH:20]=2)=[O:12])[CH2:7][CH2:6]1. (2) Given the reactants [F:1][C:2]1[CH:3]=[C:4]([C@H:8]([N:13]2[C:21]3[C:16](=[CH:17][CH:18]=[CH:19][CH:20]=3)[C:15](I)=[CH:14]2)[C@H:9]([OH:12])[CH2:10][OH:11])[CH:5]=[CH:6][CH:7]=1.[F:23][C:24]1[CH:29]=[CH:28][CH:27]=[CH:26][C:25]=1B(O)O.P([O-])([O-])([O-])=O.[K+].[K+].[K+], predict the reaction product. The product is: [F:1][C:2]1[CH:3]=[C:4]([C@H:8]([N:13]2[C:21]3[C:16](=[CH:17][CH:18]=[CH:19][CH:20]=3)[C:15]([C:25]3[CH:26]=[CH:27][CH:28]=[CH:29][C:24]=3[F:23])=[CH:14]2)[C@H:9]([OH:12])[CH2:10][OH:11])[CH:5]=[CH:6][CH:7]=1. (3) Given the reactants [CH3:1][C:2]1[C:3]2[CH:14]=[CH:13][CH:12]=[CH:11][C:4]=2[S:5][C:6]=1[C:7]([O:9]C)=[O:8].O.[OH-].[Li+].O, predict the reaction product. The product is: [CH3:1][C:2]1[C:3]2[CH:14]=[CH:13][CH:12]=[CH:11][C:4]=2[S:5][C:6]=1[C:7]([OH:9])=[O:8]. (4) Given the reactants [Cl:1][C:2]1[CH:11]=[C:10](Cl)[C:9]2[C:4](=[CH:5][CH:6]=[C:7]([O:13][CH3:14])[CH:8]=2)[N:3]=1.CO.[NH3:17], predict the reaction product. The product is: [Cl:1][C:2]1[CH:11]=[C:10]([NH2:17])[C:9]2[C:4](=[CH:5][CH:6]=[C:7]([O:13][CH3:14])[CH:8]=2)[N:3]=1. (5) Given the reactants [NH2:1][C:2]1[CH:3]=[CH:4][C:5]2[N:10]([CH3:11])[C:9](=[O:12])[O:8][C:7]([C:14]3[CH:19]=[CH:18][C:17]([Cl:20])=[CH:16][CH:15]=3)([CH3:13])[C:6]=2[CH:21]=1.[Br:22][C:23]1[CH:28]=[CH:27][C:26](B(O)O)=[CH:25][CH:24]=1, predict the reaction product. The product is: [Br:22][C:23]1[CH:28]=[CH:27][C:26]([NH:1][C:2]2[CH:3]=[CH:4][C:5]3[N:10]([CH3:11])[C:9](=[O:12])[O:8][C:7]([C:14]4[CH:19]=[CH:18][C:17]([Cl:20])=[CH:16][CH:15]=4)([CH3:13])[C:6]=3[CH:21]=2)=[CH:25][CH:24]=1. (6) Given the reactants [N:1]([C@H:4]1[CH2:9][CH2:8][CH2:7][N:6]([C:10]([O:12][C:13]([CH3:16])([CH3:15])[CH3:14])=[O:11])[CH2:5]1)=[N+]=[N-], predict the reaction product. The product is: [NH2:1][C@H:4]1[CH2:9][CH2:8][CH2:7][N:6]([C:10]([O:12][C:13]([CH3:16])([CH3:15])[CH3:14])=[O:11])[CH2:5]1. (7) Given the reactants N[C:2]1[CH:3]=[C:4]([CH:8]=[C:9]([N+:11]([O-:13])=[O:12])[CH:10]=1)[C:5]([OH:7])=[O:6].N([O-])=O.[Na+].[BrH:18], predict the reaction product. The product is: [Br:18][C:2]1[CH:3]=[C:4]([CH:8]=[C:9]([N+:11]([O-:13])=[O:12])[CH:10]=1)[C:5]([OH:7])=[O:6].